Dataset: Catalyst prediction with 721,799 reactions and 888 catalyst types from USPTO. Task: Predict which catalyst facilitates the given reaction. Reactant: [CH3:1][O:2][C:3]1[CH:8]=[C:7]([CH2:9][O:10][CH3:11])[CH:6]=[C:5]([O:12][CH3:13])[C:4]=1[C:14]1[N:15]2[N:21]=[C:20]([O:22][CH3:23])[C:19]([N:24]([CH2:31][CH:32]3[CH2:34][CH:33]3[CH3:35])[CH:25]3[CH2:30][CH2:29][O:28][CH2:27][CH2:26]3)=[C:16]2[S:17][CH:18]=1.[CH3:36][S:37]([OH:40])(=[O:39])=[O:38]. Product: [CH3:36][S:37]([OH:40])(=[O:39])=[O:38].[CH3:13][O:12][C:5]1[CH:6]=[C:7]([CH2:9][O:10][CH3:11])[CH:8]=[C:3]([O:2][CH3:1])[C:4]=1[C:14]1[N:15]2[N:21]=[C:20]([O:22][CH3:23])[C:19]([N:24]([CH2:31][CH:32]3[CH2:34][CH:33]3[CH3:35])[CH:25]3[CH2:26][CH2:27][O:28][CH2:29][CH2:30]3)=[C:16]2[S:17][CH:18]=1. The catalyst class is: 13.